Task: Binary Classification. Given a drug SMILES string, predict its activity (active/inactive) in a high-throughput screening assay against a specified biological target.. Dataset: In vitro SARS-CoV-2 activity screen of 1,480 approved drugs from Prestwick library (1) The compound is CCCCNc1cc(C(=O)O)cc(S(N)(=O)=O)c1Oc1ccccc1. The result is 0 (inactive). (2) The compound is Cc1c(-c2ccccc2)oc2c(C(=O)OCCN3CCCCC3)cccc2c1=O.Cl. The result is 0 (inactive). (3) The compound is Cl.Cl.OCCN1CCN(CCCN2c3ccccc3C=Cc3ccccc32)CC1. The result is 1 (active). (4) The molecule is O=C(CCCN1CC=C(n2c(=O)[nH]c3ccccc32)CC1)c1ccc(F)cc1. The result is 0 (inactive). (5) The compound is Nc1ccc(S(N)(=O)=O)cc1. The result is 0 (inactive). (6) The molecule is C[C@]12CC[C@H]3[C@@H](CC=C4C[C@@H](O)CC[C@@]43C)[C@@H]1CCC2=O. The result is 0 (inactive). (7) The drug is Br.COc1ccc2c3c1O[C@H]1C[C@@H](O)C=C[C@@]31CCN(C)C2. The result is 0 (inactive). (8) The drug is CN(c1nccc(=O)[nH]1)C1CCN(c2nc3ccccc3n2Cc2ccc(F)cc2)CC1. The result is 0 (inactive). (9) The drug is CC(=O)N[C@@H](CC(=O)O)C(=O)N[C@@H](CCC(=O)O)C(=O)O. The result is 0 (inactive). (10) The compound is CCCSS/C(CCO)=C(/C)N(C=O)Cc1cnc(C)nc1N. The result is 0 (inactive).